This data is from Reaction yield outcomes from USPTO patents with 853,638 reactions. The task is: Predict the reaction yield, written as a fraction of the theoretical maximum amount of product (1.0 means a 100% yield; for example, 0.34 means a 34% yield). (1) The reactants are [N+:1]([C:4]1[CH:19]=[CH:18][C:7]([CH2:8][N:9]2[CH2:14][CH2:13][N:12]([CH2:15][CH2:16][OH:17])[CH2:11][CH2:10]2)=[C:6]([C:20]([F:23])([F:22])[F:21])[CH:5]=1)([O-:3])=[O:2].[C:24](Cl)(=[O:26])[CH3:25].C([O-])(O)=O.[Na+]. The catalyst is C1COCC1. The product is [N+:1]([C:4]1[CH:19]=[CH:18][C:7]([CH2:8][N:9]2[CH2:14][CH2:13][N:12]([CH2:15][CH2:16][O:17][C:24](=[O:26])[CH3:25])[CH2:11][CH2:10]2)=[C:6]([C:20]([F:23])([F:22])[F:21])[CH:5]=1)([O-:3])=[O:2]. The yield is 0.920. (2) The reactants are C([N:8]1[CH:14]2[CH2:15][CH2:16][CH2:17][CH:9]1[CH2:10][N:11]([C:18](=[O:21])[CH2:19][CH3:20])[CH2:12][CH2:13]2)C1C=CC=CC=1. The catalyst is CCO.[Pd]. The product is [C:18]([N:11]1[CH2:12][CH2:13][CH:14]2[NH:8][CH:9]([CH2:17][CH2:16][CH2:15]2)[CH2:10]1)(=[O:21])[CH2:19][CH3:20]. The yield is 0.970. (3) The reactants are C(=O)([O-])[O-].[Cs+].[Cs+].[NH2:7][C:8]1[CH:13]=[CH:12][C:11]([OH:14])=[CH:10][C:9]=1[N+:15]([O-:17])=[O:16].S(O[CH2:29][CH:30]1[CH2:35][CH2:34][N:33]([C:36]([O:38][C:39]([CH3:42])([CH3:41])[CH3:40])=[O:37])[CH2:32][CH2:31]1)(C1C=CC(C)=CC=1)(=O)=O. The catalyst is CC(N(C)C)=O. The product is [NH2:7][C:8]1[CH:13]=[CH:12][C:11]([O:14][CH2:29][CH:30]2[CH2:35][CH2:34][N:33]([C:36]([O:38][C:39]([CH3:40])([CH3:42])[CH3:41])=[O:37])[CH2:32][CH2:31]2)=[CH:10][C:9]=1[N+:15]([O-:17])=[O:16]. The yield is 0.540. (4) The reactants are [CH3:1][O:2][C:3]1[CH:20]=[CH:19][C:6]2[N:7]=[C:8]([C:10]3[CH:15]=[CH:14][C:13]([N+:16]([O-])=O)=[CH:12][CH:11]=3)[S:9][C:5]=2[CH:4]=1.O.O.[Sn](Cl)Cl. The catalyst is C(O)C. The product is [CH3:1][O:2][C:3]1[CH:20]=[CH:19][C:6]2[N:7]=[C:8]([C:10]3[CH:11]=[CH:12][C:13]([NH2:16])=[CH:14][CH:15]=3)[S:9][C:5]=2[CH:4]=1. The yield is 0.970. (5) The reactants are [F:1][C:2]1[C:7]2[O:8][CH2:9][CH2:10][O:11][C:6]=2[CH:5]=[C:4]([CH:12]=[O:13])[CH:3]=1.[BH4-].[Na+].C(O)(=O)C. The catalyst is C(O)C. The product is [F:1][C:2]1[C:7]2[O:8][CH2:9][CH2:10][O:11][C:6]=2[CH:5]=[C:4]([CH2:12][OH:13])[CH:3]=1. The yield is 0.950. (6) The reactants are [CH2:1]1[C:10]2[C:5](=[CH:6][CH:7]=[CH:8][CH:9]=2)[CH2:4][CH2:3][CH:2]1[C:11]([OH:13])=O.S(Cl)([Cl:16])=O. The product is [CH2:1]1[C:10]2[C:5](=[CH:6][CH:7]=[CH:8][CH:9]=2)[CH2:4][CH2:3][CH:2]1[C:11]([Cl:16])=[O:13]. The catalyst is C1(C)C=CC=CC=1. The yield is 1.00. (7) The product is [CH3:14][C@H:15]1[NH:16][C@@H:17]([CH3:21])[CH2:18][N:19]([CH2:8][C:7]2[CH:10]=[CH:11][C:4]([O:3][C:2]([F:13])([F:12])[F:1])=[CH:5][CH:6]=2)[CH2:20]1. The yield is 0.800. The reactants are [F:1][C:2]([F:13])([F:12])[O:3][C:4]1[CH:11]=[CH:10][C:7]([CH:8]=O)=[CH:6][CH:5]=1.[CH3:14][C@H:15]1[CH2:20][NH:19][CH2:18][C@@H:17]([CH3:21])[NH:16]1.C(O[BH-](OC(=O)C)OC(=O)C)(=O)C.[Na+]. The catalyst is C(Cl)Cl.